Predict the reaction yield, written as a fraction of the theoretical maximum amount of product (1.0 means a 100% yield; for example, 0.34 means a 34% yield). From a dataset of Reaction yield outcomes from USPTO patents with 853,638 reactions. (1) The reactants are [C:1]([CH:5]1[CH2:13][C:12]2[C:7](=[CH:8][C:9]([N+:14]([O-:16])=[O:15])=[CH:10][CH:11]=2)[NH:6]1)([CH3:4])([CH3:3])[CH3:2].C(C1C(=O)C(Cl)=C(Cl)C(=O)C=1C#N)#N. The catalyst is O1CCOCC1. The product is [C:1]([C:5]1[NH:6][C:7]2[C:12]([CH:13]=1)=[CH:11][CH:10]=[C:9]([N+:14]([O-:16])=[O:15])[CH:8]=2)([CH3:4])([CH3:2])[CH3:3]. The yield is 0.800. (2) The reactants are [CH2:1]([O:8][C:9]1[CH:18]=[C:17]2[C:12]([C:13](Cl)=[N:14][CH:15]=[N:16]2)=[CH:11][C:10]=1[O:20][CH3:21])[C:2]1[CH:7]=[CH:6][CH:5]=[CH:4][CH:3]=1.C(=O)([O-])[O-].[K+].[K+].[Cl:28][C:29]1[CH:34]=[CH:33][C:32]([OH:35])=[C:31]([F:36])[CH:30]=1.O. The catalyst is CN(C=O)C. The product is [CH2:1]([O:8][C:9]1[CH:18]=[C:17]2[C:12]([C:13]([O:35][C:32]3[CH:33]=[CH:34][C:29]([Cl:28])=[CH:30][C:31]=3[F:36])=[N:14][CH:15]=[N:16]2)=[CH:11][C:10]=1[O:20][CH3:21])[C:2]1[CH:7]=[CH:6][CH:5]=[CH:4][CH:3]=1. The yield is 0.760. (3) The reactants are [ClH:1].Cl.[CH2:3]([N:10]1[CH2:15][CH2:14][NH:13][CH2:12][CH2:11]1)[C:4]1[CH:9]=[CH:8][CH:7]=[CH:6][CH:5]=1.Br[CH2:17][C:18]([C:20]1[CH:29]=[CH:28][C:27]2[C:22](=[CH:23][CH:24]=[C:25]([O:31][CH3:32])[C:26]=2[Cl:30])[CH:21]=1)=[O:19].C([O-])([O-])=O.[K+].[K+]. The catalyst is CC(C)=O. The product is [ClH:30].[ClH:1].[CH2:3]([N:10]1[CH2:15][CH2:14][N:13]([CH2:17][C:18]([C:20]2[CH:29]=[CH:28][C:27]3[C:22](=[CH:23][CH:24]=[C:25]([O:31][CH3:32])[C:26]=3[Cl:30])[CH:21]=2)=[O:19])[CH2:12][CH2:11]1)[C:4]1[CH:5]=[CH:6][CH:7]=[CH:8][CH:9]=1. The yield is 0.748. (4) The reactants are [Br:1][CH2:2][CH2:3][O:4][C:5]1[CH:10]=[CH:9][C:8]([NH:11]C(=O)C)=[CH:7][C:6]=1[C:15]1[N:16]([CH3:20])[N:17]=[CH:18][CH:19]=1.S(=O)(=O)(O)O. The catalyst is CO. The product is [Br:1][CH2:2][CH2:3][O:4][C:5]1[CH:10]=[CH:9][C:8]([NH2:11])=[CH:7][C:6]=1[C:15]1[N:16]([CH3:20])[N:17]=[CH:18][CH:19]=1. The yield is 0.990.